Dataset: Forward reaction prediction with 1.9M reactions from USPTO patents (1976-2016). Task: Predict the product of the given reaction. (1) Given the reactants [CH:1]1([O:6][C:7]2[CH:8]=[C:9]([CH:12]=[CH:13][C:14]=2[O:15][CH3:16])[CH:10]=O)[CH2:5][CH2:4][CH2:3][CH2:2]1.[NH2:17]C1C=NC(Br)=CN=1.C(O[BH-](OC(=O)C)OC(=O)C)(=O)C.[Na+].C(O)(=O)C, predict the reaction product. The product is: [CH:1]1([O:6][C:7]2[CH:8]=[C:9]([CH:12]=[CH:13][C:14]=2[O:15][CH3:16])[CH2:10][NH2:17])[CH2:5][CH2:4][CH2:3][CH2:2]1. (2) Given the reactants [CH3:1][C:2]1[O:6][C:5]([C:7]2[CH:12]=[CH:11][CH:10]=[CH:9][CH:8]=2)=[N:4][C:3]=1[CH2:13][CH2:14][C:15]1[CH:33]=[CH:32][C:18]([CH2:19][O:20][C:21]2[CH:26]=[CH:25][CH:24]=[CH:23][C:22]=2[CH2:27][C:28]([O:30]C)=[O:29])=[CH:17][CH:16]=1.O1CCCC1.[OH-].[Na+].Cl, predict the reaction product. The product is: [CH3:1][C:2]1[O:6][C:5]([C:7]2[CH:8]=[CH:9][CH:10]=[CH:11][CH:12]=2)=[N:4][C:3]=1[CH2:13][CH2:14][C:15]1[CH:16]=[CH:17][C:18]([CH2:19][O:20][C:21]2[CH:26]=[CH:25][CH:24]=[CH:23][C:22]=2[CH2:27][C:28]([OH:30])=[O:29])=[CH:32][CH:33]=1. (3) Given the reactants Cl[C:2]1[CH:11]=[CH:10][N:9]=[C:8]2[C:3]=1[C:4]1[CH:16]=[CH:15][CH:14]=[CH:13][C:5]=1[C:6](=[O:12])[NH:7]2.[CH3:17][O:18][C:19]1[CH:20]=[C:21](O)[CH:22]=[CH:23][CH:24]=1.C(=O)([O-])[O-:27].[K+].[K+], predict the reaction product. The product is: [CH3:17][O:18][C:19]1[CH:20]=[CH:21][C:22]([O:27][C:2]2[CH:11]=[CH:10][N:9]=[C:8]3[C:3]=2[C:4]2[CH:16]=[CH:15][CH:14]=[CH:13][C:5]=2[C:6](=[O:12])[NH:7]3)=[CH:23][CH:24]=1. (4) Given the reactants O1CCCCC1[O:7][C@@H:8]1[CH:12]2[O:13][CH2:14][C@@H:15]([O:16][C:17](=[O:45])[C:18]3[CH:23]=[CH:22][C:21]([O:24][C:25](=[O:44])[C:26]4[CH:31]=[CH:30][C:29]([O:32][CH2:33][CH2:34][CH2:35][CH2:36][CH2:37][CH2:38][O:39][C:40](=[O:43])[CH:41]=[CH2:42])=[CH:28][CH:27]=4)=[CH:20][CH:19]=3)[CH:11]2[O:10][CH2:9]1.C1(C)C=CC(S([O-])(=O)=O)=CC=1.[NH+]1C=CC=CC=1.COC1C=CC(O)=CC=1, predict the reaction product. The product is: [OH:7][C@@H:8]1[CH:12]2[O:13][CH2:14][C@@H:15]([O:16][C:17](=[O:45])[C:18]3[CH:23]=[CH:22][C:21]([O:24][C:25](=[O:44])[C:26]4[CH:31]=[CH:30][C:29]([O:32][CH2:33][CH2:34][CH2:35][CH2:36][CH2:37][CH2:38][O:39][C:40](=[O:43])[CH:41]=[CH2:42])=[CH:28][CH:27]=4)=[CH:20][CH:19]=3)[CH:11]2[O:10][CH2:9]1. (5) Given the reactants [CH3:1][N:2]([CH3:9])[CH2:3]/[CH:4]=[CH:5]/[C:6](O)=[O:7].C(Cl)(=O)C(Cl)=O.[NH2:16][C:17]1[CH:18]=[C:19]([C:23]2[CH:28]=[CH:27][CH:26]=[C:25]([O:29][C:30]3[C:39]4[C:34](=[CH:35][CH:36]=[CH:37][CH:38]=4)[NH:33][C:32](=[O:40])[CH:31]=3)[CH:24]=2)[CH:20]=[CH:21][CH:22]=1.CN(C)C(=O)C, predict the reaction product. The product is: [OH-:7].[NH4+:2].[CH3:1][N:2]([CH3:9])[CH2:3]/[CH:4]=[CH:5]/[C:6]([NH:16][C:17]1[CH:18]=[C:19]([C:23]2[CH:28]=[CH:27][CH:26]=[C:25]([O:29][C:30]3[C:39]4[C:34](=[CH:35][CH:36]=[CH:37][CH:38]=4)[NH:33][C:32](=[O:40])[CH:31]=3)[CH:24]=2)[CH:20]=[CH:21][CH:22]=1)=[O:7]. (6) Given the reactants [CH3:1][C:2]1[N:10]=[C:9]2[C:5]([N:6]=[CH:7][N:8]2C2CCCCO2)=[C:4]([C:17]2[C:18]([NH:23][C:24]3[CH:29]=[CH:28][C:27]([NH:30][C:31]([CH:33]4[CH2:35][CH2:34]4)=[O:32])=[CH:26][CH:25]=3)=[N:19][CH:20]=[CH:21][CH:22]=2)[N:3]=1.FC(F)(F)C(O)=O.CO, predict the reaction product. The product is: [CH3:1][C:2]1[N:10]=[C:9]2[C:5]([N:6]=[CH:7][NH:8]2)=[C:4]([C:17]2[C:18]([NH:23][C:24]3[CH:29]=[CH:28][C:27]([NH:30][C:31]([CH:33]4[CH2:35][CH2:34]4)=[O:32])=[CH:26][CH:25]=3)=[N:19][CH:20]=[CH:21][CH:22]=2)[N:3]=1. (7) Given the reactants [B:10]1([B:10]2[O:14][C:13]([CH3:16])([CH3:15])[C:12]([CH3:18])([CH3:17])[O:11]2)[O:14][C:13]([CH3:16])([CH3:15])[C:12]([CH3:18])([CH3:17])[O:11]1.C(OOC(=O)C1C=CC=CC=1)(=O)C1C=CC=CC=1.N[C:38]1[CH:43]=[CH:42][C:41]([C:44](=[O:46])[CH3:45])=[CH:40][CH:39]=1.N(OC(C)(C)C)=O, predict the reaction product. The product is: [CH3:16][C:13]1([CH3:15])[C:12]([CH3:17])([CH3:18])[O:11][B:10]([C:38]2[CH:43]=[CH:42][C:41]([C:44](=[O:46])[CH3:45])=[CH:40][CH:39]=2)[O:14]1. (8) Given the reactants [F:1][C:2]1[CH:7]=[CH:6][C:5]([F:8])=[CH:4][C:3]=1[CH:9]1[CH2:13][CH2:12][CH2:11][N:10]1[C:14]1[CH:19]=[CH:18][N:17]2[N:20]=[CH:21][C:22]([C:23]([O:25]CC)=[O:24])=[C:16]2[N:15]=1.[Li+].[OH-], predict the reaction product. The product is: [F:1][C:2]1[CH:7]=[CH:6][C:5]([F:8])=[CH:4][C:3]=1[CH:9]1[CH2:13][CH2:12][CH2:11][N:10]1[C:14]1[CH:19]=[CH:18][N:17]2[N:20]=[CH:21][C:22]([C:23]([OH:25])=[O:24])=[C:16]2[N:15]=1.